Dataset: Forward reaction prediction with 1.9M reactions from USPTO patents (1976-2016). Task: Predict the product of the given reaction. Given the reactants [CH2:1]([O:3][C:4]([NH:6][C:7]1[S:8][C:9]([C:18]2[CH:23]=[CH:22][C:21]([N+:24]([O-:26])=[O:25])=[CH:20][CH:19]=2)=[C:10]([CH3:17])[C:11]=1[C:12]([O:14][CH2:15][CH3:16])=[O:13])=[O:5])[CH3:2].C(=O)([O-])[O-].[K+].[K+].[F:33][C:34]1[CH:41]=[CH:40][CH:39]=[C:38]([F:42])[C:35]=1[CH2:36]Br.C(#N)C.C(OCC)(=O)C, predict the reaction product. The product is: [F:33][C:34]1[CH:41]=[CH:40][CH:39]=[C:38]([F:42])[C:35]=1[CH2:36][CH2:2][CH2:1][O:3][C:4]([NH:6][C:7]1[S:8][C:9]([C:18]2[CH:19]=[CH:20][C:21]([N+:24]([O-:26])=[O:25])=[CH:22][CH:23]=2)=[C:10]([CH3:17])[C:11]=1[C:12]([O:14][CH2:15][CH3:16])=[O:13])=[O:5].